Dataset: Forward reaction prediction with 1.9M reactions from USPTO patents (1976-2016). Task: Predict the product of the given reaction. (1) Given the reactants [CH3:1][C:2]([C:4]1[CH:9]=[CH:8][CH:7]=[CH:6][CH:5]=1)=[CH2:3].[CH:10]([Br:13])(Br)[Br:11].[OH-].[Na+], predict the reaction product. The product is: [Br:11][C:10]1([Br:13])[CH2:1][C:2]1([CH3:3])[C:4]1[CH:9]=[CH:8][CH:7]=[CH:6][CH:5]=1. (2) Given the reactants [CH3:1][O:2][C:3]1[CH:22]=[CH:21][C:6]([CH2:7][C@@H:8]2[C:12]3=[N:13][C:14]4[CH:19]=[CH:18][CH:17]=[CH:16][C:15]=4[N:11]3[C:10](=[O:20])[NH:9]2)=[CH:5][CH:4]=1.[O:23]1[C:27]2=[CH:28][N:29]=[CH:30][CH:31]=[C:26]2[CH:25]([CH2:32][NH2:33])[CH2:24]1.C(O)(C(F)(F)F)=O, predict the reaction product. The product is: [NH:13]1[C:14]2[CH:19]=[CH:18][CH:17]=[CH:16][C:15]=2[N:11]=[C:12]1[C@H:8]([NH:9][C:10]([NH:33][CH2:32][CH:25]1[C:26]2[C:27](=[CH:28][N:29]=[CH:30][CH:31]=2)[O:23][CH2:24]1)=[O:20])[CH2:7][C:6]1[CH:21]=[CH:22][C:3]([O:2][CH3:1])=[CH:4][CH:5]=1. (3) Given the reactants [NH2:1][CH2:2][CH:3]([OH:24])[CH2:4][O:5][C:6]1[C:11]([CH:12]2[CH2:15][CH2:14][CH2:13]2)=[CH:10][CH:9]=[C:8]([C:16]2[CH:21]=[N:20][C:19]([NH2:22])=[CH:18][N:17]=2)[C:7]=1[F:23].Cl[C:26]1[N:31]=[CH:30][CH:29]=[CH:28][N:27]=1.C([O-])([O-])=O.[Cs+].[Cs+].CN(C=O)C, predict the reaction product. The product is: [NH2:22][C:19]1[N:20]=[CH:21][C:16]([C:8]2[C:7]([F:23])=[C:6]([C:11]([CH:12]3[CH2:15][CH2:14][CH2:13]3)=[CH:10][CH:9]=2)[O:5][CH2:4][CH:3]([OH:24])[CH2:2][NH:1][C:26]2[N:31]=[CH:30][CH:29]=[CH:28][N:27]=2)=[N:17][CH:18]=1.